Dataset: Catalyst prediction with 721,799 reactions and 888 catalyst types from USPTO. Task: Predict which catalyst facilitates the given reaction. (1) Reactant: C([Li])CCC.Br[C:7]1[CH:12]=[CH:11][C:10]([O:13][CH3:14])=[CH:9][C:8]=1[Cl:15].[CH:16](=[O:18])[CH3:17].O. Product: [Cl:15][C:8]1[CH:9]=[C:10]([O:13][CH3:14])[CH:11]=[CH:12][C:7]=1[CH:16]([OH:18])[CH3:17]. The catalyst class is: 323. (2) Reactant: [Cl:1][C:2]1[CH:3]=[C:4]([CH:26]=[CH:27][C:28]=1[O:29][CH3:30])[C:5]([NH:7][C:8]1[CH:18]=[CH:17][C:16]([O:19][C:20]2[CH:25]=[CH:24][CH:23]=[CH:22][CH:21]=2)=[CH:15][C:9]=1[C:10]([O:12]CC)=[O:11])=[O:6].O.[Li+].[OH-].Cl. Product: [Cl:1][C:2]1[CH:3]=[C:4]([CH:26]=[CH:27][C:28]=1[O:29][CH3:30])[C:5]([NH:7][C:8]1[CH:18]=[CH:17][C:16]([O:19][C:20]2[CH:25]=[CH:24][CH:23]=[CH:22][CH:21]=2)=[CH:15][C:9]=1[C:10]([OH:12])=[O:11])=[O:6]. The catalyst class is: 1. (3) Reactant: [H-].[Al+3].[Li+].[H-].[H-].[H-].[NH2:7][C:8]1[CH:9]=[N:10][CH:11]=[C:12]([CH:18]=1)[C:13](OCC)=[O:14]. Product: [NH2:7][C:8]1[CH:18]=[C:12]([CH2:13][OH:14])[CH:11]=[N:10][CH:9]=1. The catalyst class is: 7. (4) The catalyst class is: 10. Product: [CH:4]1[C:5]2[C:10](=[CH:9][CH:8]=[CH:7][CH:6]=2)[CH:11]=[C:2]([O:1][C:19](=[O:28])[N:20]([CH3:27])[C:21]2[CH:26]=[CH:25][CH:24]=[CH:23][CH:22]=2)[N:3]=1. Reactant: [OH:1][C:2]1[N:3]=[CH:4][C:5]2[C:10]([CH:11]=1)=[CH:9][CH:8]=[CH:7][CH:6]=2.[I-].C[N+]1C=CN([C:19](=[O:28])[N:20]([CH3:27])[C:21]2[CH:26]=[CH:25][CH:24]=[CH:23][CH:22]=2)C=1.C(N(CC)CC)C. (5) Reactant: [CH3:1][O:2][C:3]1[CH:4]=[C:5]2[C:10](=[CH:11][C:12]=1[O:13][CH3:14])[N:9]=[CH:8][N:7]=[C:6]2[O:15][C:16]1[CH:22]=[CH:21][C:19]([NH2:20])=[CH:18][CH:17]=1.Cl[C:24](Cl)([O:26][C:27](=[O:33])OC(Cl)(Cl)Cl)Cl.[CH3:35][C:36](=C)[CH2:37]O.C(=O)(O)[O-].[Na+]. Product: [CH3:1][O:2][C:3]1[CH:4]=[C:5]2[C:10](=[CH:11][C:12]=1[O:13][CH3:14])[N:9]=[CH:8][N:7]=[C:6]2[O:15][C:16]1[CH:22]=[CH:21][C:19]([NH:20][C:27](=[O:33])[O:26][CH2:24][C:36]([CH3:37])=[CH2:35])=[CH:18][CH:17]=1. The catalyst class is: 208. (6) Reactant: [OH:1][C:2]1([CH2:8][N:9]2[C:14](=[O:15])[C:13]3=[CH:16][N:17]=[C:18]([C:19]4[CH:24]=[CH:23][C:22]([CH3:25])=[CH:21][CH:20]=4)[N:12]3[N:11]=[CH:10]2)[CH2:7][CH2:6][NH:5][CH2:4][CH2:3]1.F[P-](F)(F)(F)(F)F.N1(OC(N(C)C)=[N+](C)C)C2N=CC=CC=2N=N1.C(N(C(C)C)C(C)C)C.[N:59]1([CH:64]([CH3:69])[CH2:65][C:66](O)=[O:67])[CH:63]=[CH:62][CH:61]=[N:60]1. Product: [OH:1][C:2]1([CH2:8][N:9]2[C:14](=[O:15])[C:13]3=[CH:16][N:17]=[C:18]([C:19]4[CH:20]=[CH:21][C:22]([CH3:25])=[CH:23][CH:24]=4)[N:12]3[N:11]=[CH:10]2)[CH2:7][CH2:6][N:5]([C:66](=[O:67])[CH2:65][CH:64]([N:59]2[CH:63]=[CH:62][CH:61]=[N:60]2)[CH3:69])[CH2:4][CH2:3]1. The catalyst class is: 229. (7) Reactant: [CH2:1]([NH:6][C:7]1[CH:14]=[CH:13][C:10]([C:11]#[N:12])=[CH:9][C:8]=1[N+:15]([O-])=O)[CH2:2][CH:3]([CH3:5])[CH3:4]. Product: [NH2:15][C:8]1[CH:9]=[C:10]([CH:13]=[CH:14][C:7]=1[NH:6][CH2:1][CH2:2][CH:3]([CH3:5])[CH3:4])[C:11]#[N:12]. The catalyst class is: 687. (8) Reactant: [N:1]1S[N:4]=[C:3]2[CH:6]=[C:7]([CH2:10][N:11]3[C:16](=[O:17])[CH:15]=[CH:14][C:13]([C:18]4[CH:23]=[C:22]([F:24])[C:21]([F:25])=[C:20]([F:26])[CH:19]=4)=[N:12]3)[CH:8]=[CH:9][C:2]=12. Product: [NH2:4][C:3]1[CH:6]=[C:7]([CH:8]=[CH:9][C:2]=1[NH2:1])[CH2:10][N:11]1[C:16](=[O:17])[CH:15]=[CH:14][C:13]([C:18]2[CH:19]=[C:20]([F:26])[C:21]([F:25])=[C:22]([F:24])[CH:23]=2)=[N:12]1. The catalyst class is: 446.